From a dataset of Catalyst prediction with 721,799 reactions and 888 catalyst types from USPTO. Predict which catalyst facilitates the given reaction. (1) Reactant: [CH:1]([C:4]1[CH:9]=[CH:8][C:7]([CH2:10][C:11]([OH:13])=O)=[CH:6][CH:5]=1)([CH3:3])[CH3:2].Cl.[Br:15][C:16]1[S:20][C:19]([C@H:21]([NH2:23])[CH3:22])=[N:18][CH:17]=1.C1C=NC2N(O)N=NC=2C=1.C(Cl)CCl.CCN(C(C)C)C(C)C. Product: [Br:15][C:16]1[S:20][C:19]([C@H:21]([NH:23][C:11](=[O:13])[CH2:10][C:7]2[CH:6]=[CH:5][C:4]([CH:1]([CH3:2])[CH3:3])=[CH:9][CH:8]=2)[CH3:22])=[N:18][CH:17]=1. The catalyst class is: 85. (2) Reactant: [Cl:1][C:2]1[CH:3]=[C:4]([N:20]2[C:25](=[O:26])[NH:24][C:23](=[O:27])[C:22](C(O)=O)=[N:21]2)[CH:5]=[C:6]([Cl:19])[C:7]=1[CH2:8][C:9]1[CH:14]=[C:13]([CH:15]([CH3:17])[CH3:16])[C:12](=[O:18])[NH:11][N:10]=1.SCC(O)=O. Product: [Cl:1][C:2]1[CH:3]=[C:4]([N:20]2[C:25](=[O:26])[NH:24][C:23](=[O:27])[CH:22]=[N:21]2)[CH:5]=[C:6]([Cl:19])[C:7]=1[CH2:8][C:9]1[CH:14]=[C:13]([CH:15]([CH3:17])[CH3:16])[C:12](=[O:18])[NH:11][N:10]=1. The catalyst class is: 6.